From a dataset of Full USPTO retrosynthesis dataset with 1.9M reactions from patents (1976-2016). Predict the reactants needed to synthesize the given product. (1) Given the product [CH2:7]([O:9][C:10]([C:12]1[NH:13][C:14]([CH3:27])=[C:15]([C:18]2[CH:23]=[CH:22][CH:21]=[C:20]([C:24](=[O:26])[NH:35][C:32]3[CH:33]=[CH:34][C:29]([Br:28])=[CH:30][C:31]=3[F:36])[CH:19]=2)[C:16]=1[CH3:17])=[O:11])[CH3:8], predict the reactants needed to synthesize it. The reactants are: C(Cl)(=O)C(Cl)=O.[CH2:7]([O:9][C:10]([C:12]1[NH:13][C:14]([CH3:27])=[C:15]([C:18]2[CH:23]=[CH:22][CH:21]=[C:20]([C:24]([OH:26])=O)[CH:19]=2)[C:16]=1[CH3:17])=[O:11])[CH3:8].[Br:28][C:29]1[CH:34]=[CH:33][C:32]([NH2:35])=[C:31]([F:36])[CH:30]=1.C(=O)(O)[O-].[Na+]. (2) Given the product [F:6][C:7]1[CH:8]=[CH:9][C:10]([C:13]2[O:14][C:15]([C:18]([C:21]3[CH:26]=[CH:25][N:24]=[CH:23][CH:22]=3)([OH:20])[CH3:19])=[CH:16][N:17]=2)=[CH:11][CH:12]=1, predict the reactants needed to synthesize it. The reactants are: [Li]CCCC.[F:6][C:7]1[CH:12]=[CH:11][C:10]([C:13]2[O:14][CH:15]=[CH:16][N:17]=2)=[CH:9][CH:8]=1.[C:18]([C:21]1[CH:26]=[CH:25][N:24]=[CH:23][CH:22]=1)(=[O:20])[CH3:19].